From a dataset of Reaction yield outcomes from USPTO patents with 853,638 reactions. Predict the reaction yield, written as a fraction of the theoretical maximum amount of product (1.0 means a 100% yield; for example, 0.34 means a 34% yield). (1) The reactants are [CH2:1]([C@@:4]1([C:27]2[CH:32]=[CH:31][C:30]([F:33])=[CH:29][CH:28]=2)[O:9][C:8](=[O:10])[N:7]([C@H:11]([C:13]2[CH:18]=[CH:17][C:16]([C:19]3[CH:24]=[CH:23][C:22]([F:25])=[CH:21][C:20]=3[F:26])=[CH:15][CH:14]=2)[CH3:12])[CH2:6][CH2:5]1)[CH:2]=[CH2:3].ClC1C=C(C=CC=1)C(OO)=[O:39]. The catalyst is C(Cl)Cl. The product is [F:26][C:20]1[CH:21]=[C:22]([F:25])[CH:23]=[CH:24][C:19]=1[C:16]1[CH:15]=[CH:14][C:13]([C@@H:11]([N:7]2[CH2:6][CH2:5][C@@:4]([C:27]3[CH:28]=[CH:29][C:30]([F:33])=[CH:31][CH:32]=3)([CH2:1][CH:2]3[CH2:3][O:39]3)[O:9][C:8]2=[O:10])[CH3:12])=[CH:18][CH:17]=1. The yield is 0.500. (2) The reactants are [CH2:1]([C:3]1[NH:4][CH:5]=[CH:6][CH:7]=1)[CH3:2].[CH3:8][O:9][C:10]1[CH:15]=[CH:14][C:13]([S:16](Cl)(=[O:18])=[O:17])=[CH:12][CH:11]=1.[H-].[Na+]. The catalyst is C1COCC1.CCOC(C)=O. The product is [CH2:1]([C:3]1[N:4]([S:16]([C:13]2[CH:12]=[CH:11][C:10]([O:9][CH3:8])=[CH:15][CH:14]=2)(=[O:18])=[O:17])[CH:5]=[CH:6][CH:7]=1)[CH3:2]. The yield is 0.380. (3) No catalyst specified. The product is [F:11][CH2:15][C:16]1([C:22]([O:24][CH2:25][CH3:26])=[O:23])[CH2:21][CH2:20][CH2:19][CH2:18][O:17]1. The reactants are COCCN(S(F)(F)[F:11])CCOC.O[CH2:15][C:16]1([C:22]([O:24][CH2:25][CH3:26])=[O:23])[CH2:21][CH2:20][CH2:19][CH2:18][O:17]1. The yield is 0.630. (4) The reactants are Cl[C:2]1[C:7]([F:8])=[CH:6][CH:5]=[CH:4][C:3]=1[N+:9]([O-:11])=[O:10].[F:12][C:13]1[CH:18]=[CH:17][C:16](B(O)O)=[CH:15][CH:14]=1.C(=O)([O-])[O-].[Na+].[Na+].[OH-].[Na+]. The catalyst is [Br-].C([N+](CCCC)(CCCC)CCCC)CCC.O.O1CCOCC1.C([O-])(=O)C.C([O-])(=O)C.[Pd+2].C(OCC)C. The product is [F:8][C:7]1[CH:6]=[CH:5][CH:4]=[C:3]([N+:9]([O-:11])=[O:10])[C:2]=1[C:16]1[CH:17]=[CH:18][C:13]([F:12])=[CH:14][CH:15]=1. The yield is 0.570.